This data is from Reaction yield outcomes from USPTO patents with 853,638 reactions. The task is: Predict the reaction yield, written as a fraction of the theoretical maximum amount of product (1.0 means a 100% yield; for example, 0.34 means a 34% yield). (1) The reactants are [CH3:1][C:2]1([CH3:18])[C:6]([CH3:8])([CH3:7])[O:5][B:4]([C:9]2[CH:17]=[CH:16][C:12]([C:13]([NH2:15])=[O:14])=[CH:11][CH:10]=2)[O:3]1.Cl[C:20]1[N:25]=[C:24]([C:26]([F:29])([F:28])[F:27])[CH:23]=[CH:22][N:21]=1.C([O-])([O-])=O.[Cs+].[Cs+].O. The catalyst is CC(O)(C)C.C1C=CC(/C=C/C(/C=C/C2C=CC=CC=2)=O)=CC=1.C1C=CC(/C=C/C(/C=C/C2C=CC=CC=2)=O)=CC=1.C1C=CC(/C=C/C(/C=C/C2C=CC=CC=2)=O)=CC=1.[Pd].[Pd].CC(C1C=C(C(C)C)C(C2C=CC=CC=2P(C2CCCCC2)C2CCCCC2)=C(C(C)C)C=1)C.CCOC(C)=O. The product is [CH3:8][C:6]1([CH3:7])[C:2]([CH3:18])([CH3:1])[O:3][B:4]([C:9]2[CH:17]=[CH:16][C:12]([C:13]([NH:15][C:20]3[N:25]=[C:24]([C:26]([F:29])([F:28])[F:27])[CH:23]=[CH:22][N:21]=3)=[O:14])=[CH:11][CH:10]=2)[O:5]1. The yield is 0.790. (2) The reactants are Br[CH2:2][C:3](=O)[CH2:4][CH2:5][CH2:6][CH2:7][CH2:8][CH2:9][CH2:10][CH2:11][CH2:12][CH2:13][CH3:14].[O:16]1CCO[CH:17]1[C:21]1[CH:26]=[CH:25][C:24]([C:27](=[S:29])[NH2:28])=[CH:23][CH:22]=1. The catalyst is CCO. The product is [CH2:4]([C:3]1[N:28]=[C:27]([C:24]2[CH:25]=[CH:26][C:21]([CH:17]=[O:16])=[CH:22][CH:23]=2)[S:29][CH:2]=1)[CH2:5][CH2:6][CH2:7][CH2:8][CH2:9][CH2:10][CH2:11][CH2:12][CH2:13][CH3:14]. The yield is 0.590. (3) The catalyst is O.O1CCCC1. The product is [F:7][C:8]1[CH:9]=[C:10]([OH:16])[CH:11]=[CH:12][C:13]=1[S:3]([CH3:17])(=[O:5])=[O:2]. The reactants are O[O:2][S:3]([O-:5])=O.[K+].[F:7][C:8]1[CH:9]=[C:10]([OH:16])[CH:11]=[CH:12][C:13]=1SC.[C:17](=O)(O)[O-].[Na+]. The yield is 0.780. (4) The reactants are [F:1][C:2]1[CH:3]=[C:4]([C:8]2[N:13]=[C:12]([CH3:14])[C:11]([C:15]([OH:17])=O)=[CH:10][N:9]=2)[CH:5]=[CH:6][CH:7]=1.CN(C(SC1[N+]([O-])=CC=CC=1)=[N+](C)C)C.F[P-](F)(F)(F)(F)F.CCN(C(C)C)C(C)C.[CH3:49][O:50][C:51]1[CH:52]=[C:53]2[C:57](=[CH:58][CH:59]=1)[N:56]([NH2:60])[CH:55]=[C:54]2[CH3:61]. The catalyst is O.CCOC(C)=O.CN(C=O)C. The product is [CH3:49][O:50][C:51]1[CH:52]=[C:53]2[C:57](=[CH:58][CH:59]=1)[N:56]([NH:60][C:15]([C:11]1[C:12]([CH3:14])=[N:13][C:8]([C:4]3[CH:5]=[CH:6][CH:7]=[C:2]([F:1])[CH:3]=3)=[N:9][CH:10]=1)=[O:17])[CH:55]=[C:54]2[CH3:61]. The yield is 0.320. (5) The reactants are [CH3:1][S:2]([CH2:5][CH2:6][C:7]1[CH:12]=[CH:11][CH:10]=[CH:9][C:8]=1[C:13]1[CH:14]=[C:15]2[C:20](=[C:21]([O:23]COCC[Si](C)(C)C)[CH:22]=1)[N:19]=[CH:18][N:17](COCC[Si](C)(C)C)[C:16]2=[O:40])(=[O:4])=[O:3].[F:41][C:42]([F:47])([F:46])[C:43]([OH:45])=[O:44]. The catalyst is ClCCl. The product is [F:41][C:42]([F:47])([F:46])[C:43]([OH:45])=[O:44].[OH:23][C:21]1[CH:22]=[C:13]([C:8]2[CH:9]=[CH:10][CH:11]=[CH:12][C:7]=2[CH2:6][CH2:5][S:2]([CH3:1])(=[O:4])=[O:3])[CH:14]=[C:15]2[C:20]=1[N:19]=[CH:18][NH:17][C:16]2=[O:40]. The yield is 0.740. (6) The reactants are [CH:1]1[C:13]2[NH:12][C:11]3[C:6](=[CH:7][CH:8]=[CH:9][CH:10]=3)[C:5]=2[CH:4]=[CH:3][CH:2]=1.Cl(O)(=O)(=O)=O.[C:19](OC(=O)C)(=[O:21])[CH3:20]. No catalyst specified. The product is [C:19]([N:12]1[C:11]2[CH:10]=[CH:9][CH:8]=[CH:7][C:6]=2[C:5]2[C:13]1=[CH:1][CH:2]=[CH:3][CH:4]=2)(=[O:21])[CH3:20]. The yield is 0.900. (7) The reactants are [CH2:1]([O:3][CH:4]([O:20][CH2:21][CH3:22])[CH2:5][N:6]1[C:14]2[CH2:13][CH2:12][CH2:11][CH2:10][C:9]=2[CH:8]=[C:7]1[C:15]([O:17]CC)=[O:16])[CH3:2].C(O)C.O1CCCC1.[OH-].[Na+]. The catalyst is O. The product is [CH2:21]([O:20][CH:4]([O:3][CH2:1][CH3:2])[CH2:5][N:6]1[C:14]2[CH2:13][CH2:12][CH2:11][CH2:10][C:9]=2[CH:8]=[C:7]1[C:15]([OH:17])=[O:16])[CH3:22]. The yield is 0.780. (8) The reactants are [CH:1]1[C:10]2[C:5](=[CH:6][CH:7]=[CH:8][CH:9]=2)[CH:4]=[CH:3][C:2]=1[CH2:11][N:12]1[C:18](=[O:19])[CH:17]([NH:20][C:21](=[O:40])[C@@H:22]([C@H:25]2[C@@H:30]([OH:31])[C@@H:29](/[CH:32]=[CH:33]/[C:34]([CH3:37])([CH3:36])[CH3:35])[O:28]C(C)(C)[O:26]2)[O:23][CH3:24])[CH2:16][S:15][CH2:14][CH2:13]1.Cl.[OH-].[Na+]. The catalyst is C1COCC1. The product is [CH:1]1[C:10]2[C:5](=[CH:6][CH:7]=[CH:8][CH:9]=2)[CH:4]=[CH:3][C:2]=1[CH2:11][N:12]1[C:18](=[O:19])[CH:17]([NH:20][C:21](=[O:40])[C@H:22]([O:23][CH3:24])[C@H:25]([OH:26])[C@@H:30]([OH:31])[C@H:29]([OH:28])/[CH:32]=[CH:33]/[C:34]([CH3:37])([CH3:35])[CH3:36])[CH2:16][S:15][CH2:14][CH2:13]1. The yield is 0.670. (9) The reactants are Cl.CO[C:4]1[CH:9]=[CH:8][CH:7]=[CH:6][C:5]=1[CH2:10][CH2:11][CH2:12][NH2:13].[CH2:14]([O:16][C:17]([C:19]1[C:20]([CH2:28][CH3:29])=[N:21][C:22](Cl)=[N:23][C:24]=1[CH2:25][CH3:26])=[O:18])[CH3:15].[C:30]([O-])(=[O:32])C.[K+].C(O)C. The catalyst is CCOC(C)=O. The product is [CH2:14]([O:16][C:17]([C:19]1[C:20]([CH2:28][CH3:29])=[N:21][C:22]([NH:13][CH2:12][CH2:11][CH2:10][C:5]2[CH:4]=[CH:9][CH:8]=[C:7]([O:32][CH3:30])[CH:6]=2)=[N:23][C:24]=1[CH2:25][CH3:26])=[O:18])[CH3:15]. The yield is 0.270.